From a dataset of Full USPTO retrosynthesis dataset with 1.9M reactions from patents (1976-2016). Predict the reactants needed to synthesize the given product. (1) Given the product [CH3:1][C:2]1[CH:3]=[CH:4][C:5]([C:8]2[C:13]3[CH2:14][CH:15]([CH2:17][NH2:18])[O:16][C:12]=3[CH:11]=[CH:10][CH:9]=2)=[CH:6][CH:7]=1, predict the reactants needed to synthesize it. The reactants are: [CH3:1][C:2]1[CH:7]=[CH:6][C:5]([C:8]2[C:13]3[CH2:14][CH:15]([CH2:17][N:18]=[N+]=[N-])[O:16][C:12]=3[CH:11]=[CH:10][CH:9]=2)=[CH:4][CH:3]=1. (2) Given the product [C:1]([O:5][C:6]([N:8]1[CH2:12][CH2:11][CH2:10][C:9]1([CH2:16][O:17][CH2:18][C:19]1[CH:24]=[CH:23][CH:22]=[CH:21][CH:20]=1)[C:13](=[O:14])[NH2:25])=[O:7])([CH3:4])([CH3:3])[CH3:2], predict the reactants needed to synthesize it. The reactants are: [C:1]([O:5][C:6]([N:8]1[CH2:12][CH2:11][CH2:10][C:9]1([CH2:16][O:17][CH2:18][C:19]1[CH:24]=[CH:23][CH:22]=[CH:21][CH:20]=1)[C:13](O)=[O:14])=[O:7])([CH3:4])([CH3:3])[CH3:2].[NH3:25]. (3) Given the product [CH3:24][C:25]1[N:26]=[C:27]([N:33]2[CH2:37][CH2:36][N:35]([CH2:38][C:39]3[CH:40]=[N:41][C:42]([C:45]([F:47])([F:48])[F:46])=[CH:43][CH:44]=3)[C:34]2=[O:49])[S:28][C:29]=1[C:30]([NH2:7])=[O:31], predict the reactants needed to synthesize it. The reactants are: FC1C=CC(C[N:7]2C(=O)N(C3SC(C(O)=O)=C(C)N=3)C=N2)=CC=1.[CH3:24][C:25]1[N:26]=[C:27]([N:33]2[CH2:37][CH2:36][N:35]([CH2:38][C:39]3[CH:40]=[N:41][C:42]([C:45]([F:48])([F:47])[F:46])=[CH:43][CH:44]=3)[C:34]2=[O:49])[S:28][C:29]=1[C:30](O)=[O:31]. (4) Given the product [OH:23][CH2:22][C:19]1[CH:20]=[CH:21][N:17]([C:12]2[CH:13]=[C:14]3[C:9](=[CH:10][C:11]=2[C:27]([F:29])([F:28])[F:30])[NH:8][C:7](=[O:31])[N:6]([NH:5][S:2]([CH3:1])(=[O:4])=[O:3])[C:15]3=[O:16])[CH:18]=1, predict the reactants needed to synthesize it. The reactants are: [CH3:1][S:2]([NH:5][N:6]1[C:15](=[O:16])[C:14]2[C:9](=[CH:10][C:11]([C:27]([F:30])([F:29])[F:28])=[C:12]([N:17]3[CH:21]=[CH:20][C:19]([CH2:22][O:23]C(=O)C)=[CH:18]3)[CH:13]=2)[NH:8][C:7]1=[O:31])(=[O:4])=[O:3].C(=O)([O-])[O-].[K+].[K+].P([O-])([O-])([O-])=O. (5) Given the product [CH3:16][O:7][C:6](=[O:8])[C:5]1[CH:9]=[CH:10][C:2]([Br:1])=[CH:3][CH:4]=1, predict the reactants needed to synthesize it. The reactants are: [Br:1][C:2]1[CH:10]=[CH:9][C:5]([C:6]([OH:8])=[O:7])=[CH:4][CH:3]=1.OS(O)(=O)=O.[CH3:16]O. (6) Given the product [N:18]1([C:8]2[CH:9]=[C:10]([O:11][C:12]3[CH:13]=[CH:14][CH:15]=[CH:16][CH:17]=3)[C:5]([C:4]([OH:24])=[O:3])=[CH:6][N:7]=2)[CH2:23][CH2:22][O:21][CH2:20][CH2:19]1, predict the reactants needed to synthesize it. The reactants are: C([O:3][C:4](=[O:24])[C:5]1[C:10]([O:11][C:12]2[CH:17]=[CH:16][CH:15]=[CH:14][CH:13]=2)=[CH:9][C:8]([N:18]2[CH2:23][CH2:22][O:21][CH2:20][CH2:19]2)=[N:7][CH:6]=1)C.CO.[OH-].[Na+].